The task is: Predict the product of the given reaction.. This data is from Forward reaction prediction with 1.9M reactions from USPTO patents (1976-2016). (1) Given the reactants Cl[C:2]1[C:7]([F:8])=[C:6](Cl)[N:5]=[C:4]([CH3:10])[N:3]=1.C(N(CC)CC)C.[CH3:18][NH:19][CH2:20][C:21]1[CH:26]=[CH:25][N:24]=[CH:23][CH:22]=1.O.[NH2:28][NH2:29], predict the reaction product. The product is: [F:8][C:7]1[C:2]([N:19]([CH3:18])[CH2:20][C:21]2[CH:26]=[CH:25][N:24]=[CH:23][CH:22]=2)=[N:3][C:4]([CH3:10])=[N:5][C:6]=1[NH:28][NH2:29]. (2) Given the reactants NCCC[Si]([O:12][CH2:13][CH3:14])(OCC)OCC.[O:15]=[CH:16][C@H:17]([C@H:19]([C@@H:21]([C@@H:23]([CH2:25][OH:26])[OH:24])[OH:22])[OH:20])[OH:18].[O:27]=C[C@@H]([C@H]([C@@H]([C@@H](CO)O)O)O)O.O=C[C@@H]([C@H]([C@H]([C@@H](CO)O)O)O)O.[CH2:51]([OH:106])[C@H:52]1[O:57][C@H:56]([O:58][C@H:59]2[C@H:64]([OH:65])[C@@H:63]([OH:66])[C@@H:62](O[C@H]3[C@H](O)[C@@H](O)[C@@H](O[C@H]4[C@H](O)[C@@H](O)[C@@H](O[C@H]5[C@H](O)[C@@H](O)[C@@H](O)O[C@@H]5CO)O[C@@H]4CO)O[C@@H]3CO)O[C@@H]2CO)[C@H:55]([OH:103])[C@@H:54]([OH:104])[C@@H:53]1[OH:105].C1C2C(=O)C3C(=CC=CC=3)CC=2C=CC=1.C1C(N=C=S)=CC2C(OC3(C4C=CC(O)=CC=4OC4C=C(O)C=CC3=4)C=2C=1)=O.[Si](OCC)(OCC)(OCC)OCC.NCC(O)=O, predict the reaction product. The product is: [C@H:25]1([O:26][C@H:55]2[C@@H:54]([OH:104])[C@H:53]([OH:105])[C@@H:14]([CH2:13][OH:12])[O:58][CH:56]2[OH:57])[O:18][C@H:17]([CH2:16][OH:15])[C@@H:19]([OH:20])[C@H:21]([OH:22])[C@@H:23]1[OH:24].[C@H:25]1([O:26][C@H:62]2[C@H:63]([OH:66])[C@@H:64]([CH2:59][O:58][C@H:56]3[O:57][C@H:52]([CH2:51][OH:106])[C@@H:53]([OH:105])[C@H:54]([OH:104])[C@@H:55]3[OH:103])[O:65][CH:14]([OH:27])[C@H:13]2[OH:12])[O:18][C@H:17]([CH2:16][OH:15])[C@@H:19]([OH:20])[C@H:21]([OH:22])[C@@H:23]1[OH:24]. (3) Given the reactants Cl[C:2]1[C:3]2[CH:10]=[C:9]([CH2:11][CH3:12])[S:8][C:4]=2[N:5]=[CH:6][N:7]=1.[CH:13]1([NH2:20])[CH2:18][CH2:17][CH:16]([NH2:19])[CH2:15][CH2:14]1.C(N(CC)CC)C.O, predict the reaction product. The product is: [CH2:11]([C:9]1[S:8][C:4]2[N:5]=[CH:6][N:7]=[C:2]([NH:19][CH:16]3[CH2:17][CH2:18][CH:13]([NH2:20])[CH2:14][CH2:15]3)[C:3]=2[CH:10]=1)[CH3:12]. (4) The product is: [F:21][C:2]([F:1])([F:20])[C:3]1[CH:4]=[C:5]([C@H:13]2[O:17][C:16](=[O:18])[N:15]([CH2:26][C:27]3[CH:32]=[C:31]([C:33]([F:34])([F:36])[F:35])[CH:30]=[CH:29][C:28]=3[I:37])[C@H:14]2[CH3:19])[CH:6]=[C:7]([C:9]([F:10])([F:11])[F:12])[CH:8]=1. Given the reactants [F:1][C:2]([F:21])([F:20])[C:3]1[CH:4]=[C:5]([C@H:13]2[O:17][C:16](=[O:18])[NH:15][C@H:14]2[CH3:19])[CH:6]=[C:7]([C:9]([F:12])([F:11])[F:10])[CH:8]=1.[H-].[Na+].BrC[CH2:26][C:27]1[CH:32]=[C:31]([C:33]([F:36])([F:35])[F:34])[CH:30]=[CH:29][C:28]=1[I:37], predict the reaction product. (5) Given the reactants [F:1][C:2]1[CH:7]=[CH:6][CH:5]=[CH:4][C:3]=1[C@H:8]([O:10][C:11]([NH:13][C:14]1[C:15]([CH3:28])=[N:16][O:17][C:18]=1[C:19]1[N:24]=[CH:23][C:22](B(O)O)=[CH:21][CH:20]=1)=[O:12])[CH3:9].FC1C=CC=CC=1[C@H](OC(=O)NC1C(C)=NOC=1C1C=CC(B2OC(C)(C)C(C)(C)O2)=CN=1)C.[CH3:63][O:64][C:65](=[O:74])[CH2:66][C:67]1[CH:68]=[N:69][C:70](Cl)=[CH:71][CH:72]=1, predict the reaction product. The product is: [CH3:63][O:64][C:65](=[O:74])[CH2:66][C:67]1[CH:72]=[CH:71][C:70]([C:22]2[CH:23]=[N:24][C:19]([C:18]3[O:17][N:16]=[C:15]([CH3:28])[C:14]=3[NH:13][C:11]([O:10][C@@H:8]([C:3]3[CH:4]=[CH:5][CH:6]=[CH:7][C:2]=3[F:1])[CH3:9])=[O:12])=[CH:20][CH:21]=2)=[N:69][CH:68]=1. (6) Given the reactants [Cl:1][C:2]1[CH:3]=[CH:4][C:5]([O:34][CH3:35])=[C:6]([S:8]([N:11]2[C:19]3[C:14](=[C:15]([O:32][CH3:33])[CH:16]=[C:17]([C:20]([NH:22][C:23]4[CH:31]=[CH:30][C:26]([C:27]([OH:29])=[O:28])=[CH:25][CH:24]=4)=[O:21])[CH:18]=3)[CH2:13][CH2:12]2)(=[O:10])=[O:9])[CH:7]=1.Cl[C:37]1C=CC(OC)=C(S(Cl)(=O)=O)[CH:42]=1, predict the reaction product. The product is: [CH2:37]([O:28][C:27](=[O:29])[C:26]1[CH:30]=[CH:31][C:23]([NH:22][C:20]([C:17]2[CH:18]=[C:19]3[C:14]([CH2:13][CH2:12][N:11]3[S:8]([C:6]3[CH:7]=[C:2]([Cl:1])[CH:3]=[CH:4][C:5]=3[O:34][CH3:35])(=[O:10])=[O:9])=[C:15]([O:32][CH3:33])[CH:16]=2)=[O:21])=[CH:24][CH:25]=1)[CH3:42]. (7) Given the reactants [CH2:1]([N:3]1[C:10]2[CH:11]=[CH:12][C:13]([N+:15]([O-])=O)=[CH:14][C:9]=2[O:8][C:5]2([CH2:7][CH2:6]2)[C:4]1=[O:18])[CH3:2].[Sn](Cl)Cl, predict the reaction product. The product is: [NH2:15][C:13]1[CH:12]=[CH:11][C:10]2[N:3]([CH2:1][CH3:2])[C:4](=[O:18])[C:5]3([O:8][C:9]=2[CH:14]=1)[CH2:6][CH2:7]3. (8) Given the reactants [F:1][C:2]1[CH:11]=[CH:10][CH:9]=[C:8]2[C:3]=1[C:4](=[O:49])[N:5]1[C:15]([NH:16][C:17]3[CH:25]=[C:24]4[C:20]([CH2:21][CH2:22][N:23]4[C:26](=[O:33])[C@H:27]4[CH2:31][CH2:30][CH2:29][N:28]4[CH3:32])=[CH:19][C:18]=3[O:34][CH3:35])=[N:14][C:13]3[N:36](S(C4C=CC(C)=CC=4)(=O)=O)[CH:37]=[CH:38][C:12]=3[C:6]1=[N:7]2.[CH3:50][NH2:51], predict the reaction product. The product is: [F:1][C:2]1[CH:11]=[CH:10][CH:9]=[C:8]([NH:7][C:6]2[N:5]=[C:15]([NH:16][C:17]3[CH:25]=[C:24]4[C:20]([CH2:21][CH2:22][N:23]4[C:26](=[O:33])[C@H:27]4[CH2:31][CH2:30][CH2:29][N:28]4[CH3:32])=[CH:19][C:18]=3[O:34][CH3:35])[NH:14][C:13]3=[N:36][CH:37]=[CH:38][C:12]=23)[C:3]=1[C:4]([NH:51][CH3:50])=[O:49].